From a dataset of Retrosynthesis with 50K atom-mapped reactions and 10 reaction types from USPTO. Predict the reactants needed to synthesize the given product. (1) Given the product N#Cc1ccc2c(c1)C1CCCNC1C2, predict the reactants needed to synthesize it. The reactants are: NC(=O)c1ccc2c(c1)C1CCCNC1C2. (2) Given the product CCC(C(=O)OC)N1Cc2sc(-c3ccc(-c4ccc5c(ccn5C)c4)cc3)cc2S1(=O)=O, predict the reactants needed to synthesize it. The reactants are: CCC(C(=O)OC)N1Cc2sc(-c3ccc(Br)cc3)cc2S1(=O)=O.Cn1ccc2cc(B(O)O)ccc21.